This data is from Catalyst prediction with 721,799 reactions and 888 catalyst types from USPTO. The task is: Predict which catalyst facilitates the given reaction. (1) Product: [CH:51]1([CH2:52][NH:56][C:59]2[CH:64]=[CH:63][N:62]=[C:61]([C:65]3[CH:66]=[N:67][C:68]([N:71]4[C:79]5[C:74](=[CH:75][CH:76]=[C:77]([C:80]([N:82]6[CH2:87][CH2:86][O:85][CH2:84][CH2:83]6)=[O:81])[CH:78]=5)[C:73]([S:88][CH3:89])=[CH:72]4)=[N:69][CH:70]=3)[CH:60]=2)[CH2:49][CH2:50]1. The catalyst class is: 160. Reactant: C(=O)([O-])[O-].[Cs+].[Cs+].[CH:50]1[CH:49]=CC(P([C:50]2[C:49]([C:50]3[C:49](P(C4C=[CH:49][CH:50]=[CH:51][CH:52]=4)[C:50]4[CH:49]=CC=[CH:52][CH:51]=4)=CC=[C:52]4[C:51]=3[CH:52]=[CH:49][CH:50]=[CH:51]4)=[C:49]3[C:50]([CH:51]=[CH:52]C=C3)=[CH:52][CH:51]=2)[C:50]2[CH:49]=CC=[CH:52][CH:51]=2)=[CH:52][CH:51]=1.C1([NH:56]C)CC1.Cl[C:59]1[CH:64]=[CH:63][N:62]=[C:61]([C:65]2[CH:66]=[N:67][C:68]([N:71]3[C:79]4[C:74](=[CH:75][CH:76]=[C:77]([C:80]([N:82]5[CH2:87][CH2:86][O:85][CH2:84][CH2:83]5)=[O:81])[CH:78]=4)[C:73]([S:88][CH3:89])=[CH:72]3)=[N:69][CH:70]=2)[CH:60]=1. (2) Reactant: C([O:3][C:4](=O)[CH2:5][O:6][C:7]1[CH:12]=[CH:11][C:10]([C:13]([C:24]2[CH:29]=[CH:28][CH:27]=[CH:26][CH:25]=2)=[C:14]([C:18]2[CH:23]=[CH:22][CH:21]=[CH:20][CH:19]=2)[CH2:15][CH2:16][Cl:17])=[CH:9][CH:8]=1)C.[H-].[Al+3].[Li+].[H-].[H-].[H-]. Product: [Cl:17][CH2:16][CH2:15][C:14]([C:18]1[CH:19]=[CH:20][CH:21]=[CH:22][CH:23]=1)=[C:13]([C:10]1[CH:9]=[CH:8][C:7]([O:6][CH2:5][CH2:4][OH:3])=[CH:12][CH:11]=1)[C:24]1[CH:25]=[CH:26][CH:27]=[CH:28][CH:29]=1. The catalyst class is: 7. (3) Reactant: [C:1]([NH:4][CH2:5][CH2:6][OH:7])(=[O:3])[CH3:2].C[Si]([N-][Si](C)(C)C)(C)C.[Li+].[CH:18]1([NH:21][C:22]([C:24]2[S:37][C:27]3=[N:28][C:29](S(C)=O)=[C:30]([Cl:33])[C:31]([CH3:32])=[C:26]3[C:25]=2[NH2:38])=[O:23])[CH2:20][CH2:19]1. Product: [CH:18]1([NH:21][C:22]([C:24]2[S:37][C:27]3=[N:28][C:29]([O:7][CH2:6][CH2:5][NH:4][C:1](=[O:3])[CH3:2])=[C:30]([Cl:33])[C:31]([CH3:32])=[C:26]3[C:25]=2[NH2:38])=[O:23])[CH2:20][CH2:19]1. The catalyst class is: 1. (4) Reactant: [O:1]1[CH2:6][CH2:5][CH:4]([CH2:7][N:8]2[CH2:13][CH2:12][CH:11]([CH2:14][NH:15]C(=O)OC(C)(C)C)[CH2:10][CH2:9]2)[CH2:3][CH2:2]1.[ClH:23]. Product: [ClH:23].[ClH:23].[O:1]1[CH2:2][CH2:3][CH:4]([CH2:7][N:8]2[CH2:13][CH2:12][CH:11]([CH2:14][NH2:15])[CH2:10][CH2:9]2)[CH2:5][CH2:6]1. The catalyst class is: 12. (5) Reactant: C[O:2][C:3]1[CH:4]=[C:5]2[C:10](=[CH:11][CH:12]=1)[CH2:9][NH:8][CH2:7][CH2:6]2.Br.C1C2C(=CC(O)=CC=2)CCN1.[CH3:25][C:26]([O:29][C:30](O[C:30]([O:29][C:26]([CH3:28])([CH3:27])[CH3:25])=[O:31])=[O:31])([CH3:28])[CH3:27]. Product: [C:26]([O:29][C:30]([N:8]1[CH2:7][CH2:6][C:5]2[C:10](=[CH:11][CH:12]=[C:3]([OH:2])[CH:4]=2)[CH2:9]1)=[O:31])([CH3:28])([CH3:27])[CH3:25]. The catalyst class is: 2. (6) The catalyst class is: 4. Product: [O:1]([C:8]1[CH:9]=[CH:10][C:11]([C:12]([NH:14][CH2:15][C:16]2[CH:21]=[CH:20][CH:19]=[C:18]([O:22][CH:23]3[CH2:24][CH2:25][N:26]([CH2:31][CH3:32])[CH2:27][CH2:28]3)[CH:17]=2)=[O:13])=[CH:29][CH:30]=1)[C:2]1[CH:3]=[CH:4][CH:5]=[CH:6][CH:7]=1. Reactant: [O:1]([C:8]1[CH:30]=[CH:29][C:11]([C:12]([NH:14][CH2:15][C:16]2[CH:21]=[CH:20][CH:19]=[C:18]([O:22][CH:23]3[CH2:28][CH2:27][NH:26][CH2:25][CH2:24]3)[CH:17]=2)=[O:13])=[CH:10][CH:9]=1)[C:2]1[CH:7]=[CH:6][CH:5]=[CH:4][CH:3]=1.[CH:31](=O)[CH3:32].C(O)(=O)C.